Dataset: Forward reaction prediction with 1.9M reactions from USPTO patents (1976-2016). Task: Predict the product of the given reaction. (1) The product is: [C:1]([O:5][C:6]([N:8]1[CH2:12][CH2:11][C@H:10]([NH:13][C:14]2[CH:15]=[C:16]3[C:25](=[CH:26][C:27]=2/[CH:38]=[CH:37]/[O:39][CH2:40][CH3:41])[O:24][CH2:23][C:22]2[N:17]3[C@H:18]([CH3:30])[C:19](=[O:29])[NH:20][N:21]=2)[CH2:9]1)=[O:7])([CH3:4])([CH3:3])[CH3:2]. Given the reactants [C:1]([O:5][C:6]([N:8]1[CH2:12][CH2:11][C@H:10]([NH:13][C:14]2[CH:15]=[C:16]3[C:25](=[CH:26][C:27]=2Br)[O:24][CH2:23][C:22]2[N:17]3[C@H:18]([CH3:30])[C:19](=[O:29])[NH:20][N:21]=2)[CH2:9]1)=[O:7])([CH3:4])([CH3:3])[CH3:2].C([O-])([O-])=O.[K+].[K+].[CH2:37]([O:39]/[CH:40]=[CH:41]/B1OC(C)(C)C(C)(C)O1)[CH3:38], predict the reaction product. (2) Given the reactants [F:1][C:2]([F:13])([F:12])[C:3]1[CH:4]=[C:5]([CH:9]=[CH:10][CH:11]=1)[C:6](Cl)=[O:7].[CH3:14][N:15]1[C:20](=[O:21])[N:19]([CH3:22])[C:18](=[O:23])[C:17]([N:24]2[CH2:29][CH2:28][NH:27][CH2:26][CH2:25]2)=[N:16]1, predict the reaction product. The product is: [CH3:14][N:15]1[C:20](=[O:21])[N:19]([CH3:22])[C:18](=[O:23])[C:17]([N:24]2[CH2:25][CH2:26][N:27]([C:6](=[O:7])[C:5]3[CH:9]=[CH:10][CH:11]=[C:3]([C:2]([F:13])([F:12])[F:1])[CH:4]=3)[CH2:28][CH2:29]2)=[N:16]1.[F:1][C:2]([F:13])([F:12])[C:9]1[CH:10]=[CH:11][C:3]([C:2]([F:13])([F:12])[F:1])=[CH:4][C:5]=1[C:6]([N:27]1[CH2:26][CH2:25][N:24]([C:17]2[C:18](=[O:23])[N:19]([CH3:22])[C:20](=[O:21])[N:15]([CH3:14])[N:16]=2)[CH2:29][CH2:28]1)=[O:7]. (3) Given the reactants C(OC([N:8]1[CH2:13][CH2:12][N:11]([C:14]2[CH:19]=[CH:18][CH:17]=[CH:16][C:15]=2[CH:20]2[CH2:27][CH2:26][CH2:25][CH2:24][CH2:23][CH2:22][CH2:21]2)[CH2:10][CH2:9]1)=O)(C)(C)C.ClCCCl.FC(F)(F)C(O)=O.C(=O)([O-])[O-].[K+].[K+], predict the reaction product. The product is: [CH:20]1([C:15]2[CH:16]=[CH:17][CH:18]=[CH:19][C:14]=2[N:11]2[CH2:10][CH2:9][NH:8][CH2:13][CH2:12]2)[CH2:21][CH2:22][CH2:23][CH2:24][CH2:25][CH2:26][CH2:27]1. (4) Given the reactants [CH3:1][O:2][C:3]1[CH:8]=[CH:7][C:6]([CH:9]2[C:18]3[C:13](=[CH:14][C:15]([C:19]#[C:20][CH2:21][CH2:22]OS(C)(=O)=O)=[CH:16][CH:17]=3)[CH2:12][N:11]([CH3:28])[CH2:10]2)=[CH:5][CH:4]=1.Cl.[F:30][C:31]1([F:37])[CH2:36][CH2:35][NH:34][CH2:33][CH2:32]1, predict the reaction product. The product is: [F:30][C:31]1([F:37])[CH2:36][CH2:35][N:34]([CH2:22][CH2:21][C:20]#[C:19][C:15]2[CH:14]=[C:13]3[C:18]([CH:9]([C:6]4[CH:7]=[CH:8][C:3]([O:2][CH3:1])=[CH:4][CH:5]=4)[CH2:10][N:11]([CH3:28])[CH2:12]3)=[CH:17][CH:16]=2)[CH2:33][CH2:32]1. (5) Given the reactants [F:1][C:2]1[CH:3]=[C:4]([NH:8][C:9]2[N:14]=[C:13]([NH:15][CH2:16][CH2:17][CH3:18])[C:12]([C:19]#[C:20][C:21]3[CH:22]=[C:23]([NH:27][C:28](=[O:33])[C@@H:29]([NH:31][CH3:32])[CH3:30])[CH:24]=[CH:25][CH:26]=3)=[CH:11][N:10]=2)[CH:5]=[CH:6][CH:7]=1.Cl.[CH3:35][N:36]([CH3:43])[CH2:37]/[CH:38]=[CH:39]/[C:40](O)=[O:41].Cl.C(N=C=NCCCN(C)C)C.C(N(CC)C(C)C)(C)C.C(=O)([O-])O.[Na+], predict the reaction product. The product is: [CH3:35][N:36]([CH3:43])[CH2:37]/[CH:38]=[CH:39]/[C:40]([N:31]([C@@H:29]([CH3:30])[C:28]([NH:27][C:23]1[CH:24]=[CH:25][CH:26]=[C:21]([C:20]#[C:19][C:12]2[C:13]([NH:15][CH2:16][CH2:17][CH3:18])=[N:14][C:9]([NH:8][C:4]3[CH:5]=[CH:6][CH:7]=[C:2]([F:1])[CH:3]=3)=[N:10][CH:11]=2)[CH:22]=1)=[O:33])[CH3:32])=[O:41]. (6) Given the reactants [NH2:1][C:2]1[CH:3]=[CH:4][C:5]([CH3:21])=[C:6]([C:8]2[CH:13]=[CH:12][C:11]([C:14]([NH:16][CH2:17][CH:18]3[CH2:20][CH2:19]3)=[O:15])=[CH:10][CH:9]=2)[CH:7]=1.[N:22]1([C:28]2[N:33]=[C:32]([C:34](O)=[O:35])[CH:31]=[N:30][CH:29]=2)[CH2:27][CH2:26][O:25][CH2:24][CH2:23]1.CN(C(ON1N=NC2C=CC=NC1=2)=[N+](C)C)C.F[P-](F)(F)(F)(F)F.C1C=CC2N(O)N=NC=2C=1.CCN(C(C)C)C(C)C, predict the reaction product. The product is: [CH:18]1([CH2:17][NH:16][C:14]([C:11]2[CH:12]=[CH:13][C:8]([C:6]3[C:5]([CH3:21])=[CH:4][CH:3]=[C:2]([NH:1][C:34]([C:32]4[CH:31]=[N:30][CH:29]=[C:28]([N:22]5[CH2:27][CH2:26][O:25][CH2:24][CH2:23]5)[N:33]=4)=[O:35])[CH:7]=3)=[CH:9][CH:10]=2)=[O:15])[CH2:20][CH2:19]1. (7) Given the reactants [NH2:1][C:2]1[C:20]([N+:21]([O-])=O)=[CH:19][C:5]([C:6]([NH:8][C@H:9]2[CH2:14][CH2:13][C@H:12]([C:15]([F:18])([F:17])[F:16])[CH2:11][CH2:10]2)=[O:7])=[C:4]([O:24][CH2:25][CH2:26][O:27][CH3:28])[N:3]=1, predict the reaction product. The product is: [NH2:21][C:20]1[C:2]([NH2:1])=[N:3][C:4]([O:24][CH2:25][CH2:26][O:27][CH3:28])=[C:5]([CH:19]=1)[C:6]([NH:8][C@H:9]1[CH2:10][CH2:11][C@H:12]([C:15]([F:16])([F:17])[F:18])[CH2:13][CH2:14]1)=[O:7].